From a dataset of Full USPTO retrosynthesis dataset with 1.9M reactions from patents (1976-2016). Predict the reactants needed to synthesize the given product. (1) Given the product [F:13][C:11]1[CH:10]=[C:4]([CH:3]=[C:2]([F:1])[CH:12]=1)[C@H:5]([OH:9])[C:6]([NH:15][C@H:16]([C:20]([NH:22][N:23]1[C:29](=[O:30])[CH:28]([CH2:31][CH:32]2[CH2:33][CH2:34]2)[C:27]2[CH:35]=[CH:36][CH:37]=[CH:38][C:26]=2[C:25]2[CH:39]=[CH:40][CH:41]=[CH:42][C:24]1=2)=[O:21])[CH:17]([CH3:19])[CH3:18])=[O:8], predict the reactants needed to synthesize it. The reactants are: [F:1][C:2]1[CH:3]=[C:4]([CH:10]=[C:11]([F:13])[CH:12]=1)[C@H:5]([OH:9])[C:6]([OH:8])=O.Cl.[NH2:15][C@H:16]([C:20]([NH:22][N:23]1[C:29](=[O:30])[CH:28]([CH2:31][CH:32]2[CH2:34][CH2:33]2)[C:27]2[CH:35]=[CH:36][CH:37]=[CH:38][C:26]=2[C:25]2[CH:39]=[CH:40][CH:41]=[CH:42][C:24]1=2)=[O:21])[CH:17]([CH3:19])[CH3:18]. (2) Given the product [ClH:44].[NH2:7][C@:8]([CH2:41][CH3:42])([CH2:9][CH2:10][C:11]1[CH:16]=[CH:15][C:14]([O:17][CH2:18][CH2:19][CH2:20][C:21]2[CH:26]=[CH:25][CH:24]=[C:23]([O:27][C:28]([F:29])([F:30])[F:31])[CH:22]=2)=[C:13]([C:32]([F:33])([F:34])[F:35])[CH:12]=1)[CH2:36][OH:37], predict the reactants needed to synthesize it. The reactants are: C(OC(=O)[NH:7][C@@:8]([CH2:41][CH3:42])([CH2:36][O:37]COC)[CH2:9][CH2:10][C:11]1[CH:16]=[CH:15][C:14]([O:17][CH2:18][CH2:19][CH2:20][C:21]2[CH:26]=[CH:25][CH:24]=[C:23]([O:27][C:28]([F:31])([F:30])[F:29])[CH:22]=2)=[C:13]([C:32]([F:35])([F:34])[F:33])[CH:12]=1)(C)(C)C.[ClH:44]. (3) Given the product [N:29]1[C:28](=[O:31])[NH:27][C:26](=[O:32])[C:25]2[C:30]=1[NH:21][C:22]1[CH:36]=[CH:35][CH:34]=[CH:33][C:23]=1[N:24]=2, predict the reactants needed to synthesize it. The reactants are: Cl.N1C=CC=NC1=O.C(=O)([O-])[O-].[K+].[K+].BrCCCCC[N:21]1[C:30]2[C:25]([C:26](=[O:32])[NH:27][C:28](=[O:31])[N:29]=2)=[N:24][C:23]2[CH:33]=[C:34](C)[C:35](C)=[CH:36][C:22]1=2. (4) Given the product [CH3:23][C:18]1([CH3:24])[C:19]([CH3:22])([CH3:21])[O:20][B:16]([C:2]2[CH:11]=[CH:10][C:5]([C:6]([O:8][CH3:9])=[O:7])=[CH:4][C:3]=2[C:12]([F:15])([F:14])[F:13])[O:17]1, predict the reactants needed to synthesize it. The reactants are: Br[C:2]1[CH:11]=[CH:10][C:5]([C:6]([O:8][CH3:9])=[O:7])=[CH:4][C:3]=1[C:12]([F:15])([F:14])[F:13].[B:16]1([B:16]2[O:20][C:19]([CH3:22])([CH3:21])[C:18]([CH3:24])([CH3:23])[O:17]2)[O:20][C:19]([CH3:22])([CH3:21])[C:18]([CH3:24])([CH3:23])[O:17]1.CC([O-])=O.[K+]. (5) Given the product [CH3:1][C:2]1([CH3:9])[N:6]([S:22]([C:13]2[CH:14]=[CH:15][C:16]3[C:21](=[CH:20][CH:19]=[CH:18][CH:17]=3)[CH:12]=2)(=[O:24])=[O:23])[C:5](=[O:7])[N:4]([S:22]([C:13]2[CH:14]=[CH:15][C:16]3[C:21](=[CH:20][CH:19]=[CH:18][CH:17]=3)[CH:12]=2)(=[O:24])=[O:23])[C:3]1=[O:8], predict the reactants needed to synthesize it. The reactants are: [CH3:1][C:2]1([CH3:9])[NH:6][C:5](=[O:7])[NH:4][C:3]1=[O:8].[H-].[Na+].[CH:12]1[C:21]2[C:16](=[CH:17][CH:18]=[CH:19][CH:20]=2)[CH:15]=[CH:14][C:13]=1[S:22](Cl)(=[O:24])=[O:23]. (6) Given the product [CH:25]([O:28][C:29]1[C:34]([NH:35][C:36]2[C:37]3[C:44]([CH3:45])=[C:43]([C:46]([NH2:2])=[O:48])[S:42][C:38]=3[N:39]=[CH:40][N:41]=2)=[CH:33][CH:32]=[CH:31][N:30]=1)([CH3:26])[CH3:27], predict the reactants needed to synthesize it. The reactants are: C[N:2](C(ON1N=NC2C=CC=NC1=2)=[N+](C)C)C.F[P-](F)(F)(F)(F)F.[CH:25]([O:28][C:29]1[C:34]([NH:35][C:36]2[C:37]3[C:44]([CH3:45])=[C:43]([C:46]([OH:48])=O)[S:42][C:38]=3[N:39]=[CH:40][N:41]=2)=[CH:33][CH:32]=[CH:31][N:30]=1)([CH3:27])[CH3:26].CCN(C(C)C)C(C)C.N.CO. (7) Given the product [CH3:1][C:2]1[CH:3]=[CH:4][C:5]([S:8]([O:11][CH2:12][CH2:13][N:14]2[CH:18]=[C:17]([I:19])[CH:16]=[C:15]2[CH2:20][OH:21])(=[O:10])=[O:9])=[CH:6][CH:7]=1, predict the reactants needed to synthesize it. The reactants are: [CH3:1][C:2]1[CH:7]=[CH:6][C:5]([S:8]([O:11][CH2:12][CH2:13][N:14]2[CH:18]=[C:17]([I:19])[CH:16]=[C:15]2[CH:20]=[O:21])(=[O:10])=[O:9])=[CH:4][CH:3]=1.[BH4-].[Na+].C(O)(=O)C.